From a dataset of Full USPTO retrosynthesis dataset with 1.9M reactions from patents (1976-2016). Predict the reactants needed to synthesize the given product. (1) Given the product [CH3:1][C:2]1[C:6]2[C:5](=[CH:10][CH:9]=[CH:8][CH:7]=2)[O:4][C:3]=1[C:11]([N:13]([C:14]1[CH:19]=[CH:18][CH:17]=[CH:16][CH:15]=1)[CH2:24][CH2:25][CH2:26][N:27]1[CH2:32][CH2:31][CH2:30][CH2:29][CH2:28]1)=[O:12], predict the reactants needed to synthesize it. The reactants are: [CH3:1][C:2]1[C:6]2[CH:7]=[CH:8][CH:9]=[CH:10][C:5]=2[O:4][C:3]=1[C:11]([NH:13][C:14]1[CH:19]=[CH:18][CH:17]=[CH:16][CH:15]=1)=[O:12].[H-].[Na+].Cl.Cl[CH2:24][CH2:25][CH2:26][N:27]1[CH2:32][CH2:31][CH2:30][CH2:29][CH2:28]1.C(=O)([O-])[O-].[K+].[K+].[I-].[K+]. (2) The reactants are: [CH3:1][O:2][C:3]1[CH:12]=[C:11]2[C:6]([CH2:7][CH2:8][C:9](=O)[CH2:10]2)=[CH:5][CH:4]=1.[N+](C1C=CC=CC=1S([N:26]([CH2:36][C:37]1[CH:42]=[CH:41][CH:40]=[CH:39][N:38]=1)[CH2:27][C:28]1[CH:33]=[CH:32][C:31]([CH2:34][NH2:35])=[CH:30][CH:29]=1)(=O)=O)([O-])=O.[BH3-]C#N.[Na+]. Given the product [N:38]1[CH:39]=[CH:40][CH:41]=[CH:42][C:37]=1[CH2:36][NH:26][CH2:27][C:28]1[CH:29]=[CH:30][C:31]([CH2:34][NH:35][CH:9]2[CH2:8][CH2:7][C:6]3[C:11](=[CH:12][C:3]([O:2][CH3:1])=[CH:4][CH:5]=3)[CH2:10]2)=[CH:32][CH:33]=1, predict the reactants needed to synthesize it. (3) Given the product [CH:33]([N:14]([CH2:13][C@H:11]1[C@H:10]([NH:36][S:44]([CH2:43][C:37]2[CH:42]=[CH:41][CH:40]=[CH:39][CH:38]=2)(=[O:46])=[O:45])[CH2:9][NH:8][CH2:12]1)[C:15](=[O:32])[C:16]1[CH:21]=[CH:20][C:19]([O:22][CH3:23])=[C:18]([O:24][CH2:25][CH2:26][CH:27]2[CH2:31][CH2:30][CH2:29][O:28]2)[CH:17]=1)([CH3:35])[CH3:34], predict the reactants needed to synthesize it. The reactants are: C(OC([N:8]1[CH2:12][C@@H:11]([CH2:13][N:14]([CH:33]([CH3:35])[CH3:34])[C:15](=[O:32])[C:16]2[CH:21]=[CH:20][C:19]([O:22][CH3:23])=[C:18]([O:24][CH2:25][CH2:26][CH:27]3[CH2:31][CH2:30][CH2:29][O:28]3)[CH:17]=2)[C@H:10]([NH2:36])[CH2:9]1)=O)(C)(C)C.[C:37]1([CH2:43][S:44](Cl)(=[O:46])=[O:45])[CH:42]=[CH:41][CH:40]=[CH:39][CH:38]=1.CC#N.O.CC#N. (4) Given the product [O:6]=[C:4]1[C:3]2[C:2](=[CH:10][CH:9]=[CH:8][CH:7]=2)[C:1](=[O:11])[N:5]1[CH2:13][C:14]([N:16]1[CH2:21][CH2:20][N:19]([C:22]([O:24][C:25]([CH3:28])([CH3:27])[CH3:26])=[O:23])[CH2:18][CH2:17]1)=[O:15], predict the reactants needed to synthesize it. The reactants are: [C:1]1(=[O:11])[NH:5][C:4](=[O:6])[C:3]2=[CH:7][CH:8]=[CH:9][CH:10]=[C:2]12.Cl[CH2:13][C:14]([N:16]1[CH2:21][CH2:20][N:19]([C:22]([O:24][C:25]([CH3:28])([CH3:27])[CH3:26])=[O:23])[CH2:18][CH2:17]1)=[O:15].C(N(C(C)C)CC)(C)C.